From a dataset of Full USPTO retrosynthesis dataset with 1.9M reactions from patents (1976-2016). Predict the reactants needed to synthesize the given product. (1) The reactants are: C(OC([N:8]1[CH2:12][CH2:11][C@H:10]([O:13][Si](C(C)(C)C)(C)C)[C@H:9]1[C:21](=[O:35])[NH:22][C:23]1[C:32]2[C:27](=[CH:28][CH:29]=[CH:30][CH:31]=2)[C:26]([C:33]#[N:34])=[CH:25][CH:24]=1)=O)(C)(C)C. Given the product [C:33]([C:26]1[C:27]2[C:32](=[CH:31][CH:30]=[CH:29][CH:28]=2)[C:23]([NH:22][C:21]([C@@H:9]2[C@@H:10]([OH:13])[CH2:11][CH2:12][NH:8]2)=[O:35])=[CH:24][CH:25]=1)#[N:34], predict the reactants needed to synthesize it. (2) Given the product [OH:2][C:3]1[CH:12]=[C:11]2[C:6]([CH:7]=[CH:8][C:9]([C:13]([OH:15])=[O:14])=[CH:10]2)=[CH:5][CH:4]=1, predict the reactants needed to synthesize it. The reactants are: C[O:2][C:3]1[CH:12]=[C:11]2[C:6]([CH:7]=[CH:8][C:9]([C:13]([OH:15])=[O:14])=[CH:10]2)=[CH:5][CH:4]=1.